This data is from Peptide-MHC class II binding affinity with 134,281 pairs from IEDB. The task is: Regression. Given a peptide amino acid sequence and an MHC pseudo amino acid sequence, predict their binding affinity value. This is MHC class II binding data. (1) The peptide sequence is QVYPRSWSAVMLTFD. The MHC is HLA-DQA10501-DQB10201 with pseudo-sequence HLA-DQA10501-DQB10201. The binding affinity (normalized) is 0.659. (2) The peptide sequence is QVPSASMGRDIKVQF. The MHC is DRB1_0802 with pseudo-sequence DRB1_0802. The binding affinity (normalized) is 0.0638. (3) The peptide sequence is IITPTNVSHIQSAVV. The MHC is DRB3_0101 with pseudo-sequence DRB3_0101. The binding affinity (normalized) is 0.198. (4) The peptide sequence is GTVVMQVKVSKGAPC. The MHC is DRB5_0101 with pseudo-sequence DRB5_0101. The binding affinity (normalized) is 0.706. (5) The peptide sequence is DAYVATLTEALRVIA. The MHC is HLA-DPA10201-DPB10101 with pseudo-sequence HLA-DPA10201-DPB10101. The binding affinity (normalized) is 0.179. (6) The peptide sequence is NEWITDFAGKTVWFV. The MHC is DRB1_1501 with pseudo-sequence DRB1_1501. The binding affinity (normalized) is 0.408.